From a dataset of Catalyst prediction with 721,799 reactions and 888 catalyst types from USPTO. Predict which catalyst facilitates the given reaction. Reactant: [I:1][C:2]1[CH:3]=[C:4]2[C:8](=[CH:9][CH:10]=1)[NH:7][N:6]=[C:5]2[C:11]([N:13]([O:15][CH3:16])[CH3:14])=[O:12].CC1C=CC(S(O)(=O)=O)=CC=1.[O:28]1[CH:33]=[CH:32][CH2:31][CH2:30][CH2:29]1. Product: [I:1][C:2]1[CH:3]=[C:4]2[C:8](=[CH:9][CH:10]=1)[N:7]([CH:29]1[CH2:30][CH2:31][CH2:32][CH2:33][O:28]1)[N:6]=[C:5]2[C:11]([N:13]([O:15][CH3:16])[CH3:14])=[O:12]. The catalyst class is: 34.